Dataset: Forward reaction prediction with 1.9M reactions from USPTO patents (1976-2016). Task: Predict the product of the given reaction. (1) Given the reactants [ClH:1].[CH3:2][N:3]([CH2:5][C@H:6]([C:14]1([OH:20])[CH2:19][CH2:18][CH2:17][CH2:16][CH2:15]1)[C:7]1[CH:12]=[CH:11][C:10]([OH:13])=[CH:9][CH:8]=1)[CH3:4], predict the reaction product. The product is: [CH3:2][N:3]([CH2:5][C@H:6]([C:14]1([OH:20])[CH2:19][CH2:18][CH2:17][CH2:16][CH2:15]1)[C:7]1[CH:12]=[CH:11][C:10]([OH:13])=[CH:9][CH:8]=1)[CH3:4].[ClH:1].[CH3:4][N:3]([CH3:2])[CH2:5][CH:6]([C:14]1([OH:20])[CH2:15][CH2:16][CH2:17][CH2:18][CH2:19]1)[C:7]1[CH:12]=[CH:11][C:10]([OH:13])=[CH:9][CH:8]=1. (2) Given the reactants [F:1][C:2]1[CH:7]=[C:6]([S:8][CH3:9])[CH:5]=[CH:4][C:3]=1[NH2:10].C(N(CC)CC)C.C[CH:19]([C:23](Cl)=[O:24])[C:20](Cl)=[O:21].CN([CH:29]=[O:30])C, predict the reaction product. The product is: [CH3:29][O:30][C:23](=[O:24])[CH2:19][C:20]([NH:10][C:3]1[CH:4]=[CH:5][C:6]([S:8][CH3:9])=[CH:7][C:2]=1[F:1])=[O:21]. (3) Given the reactants [N:1]([CH2:4][C:5]1[CH:10]=[CH:9][C:8]([C:11]([CH3:14])([CH3:13])[CH3:12])=[CH:7][CH:6]=1)=[N+:2]=[N-:3].[O:15]=[C:16]1O[C@H]([C@H](CO)O)[C:19]([O-])=[C:17]1O.[Na+], predict the reaction product. The product is: [C:11]([C:8]1[CH:9]=[CH:10][C:5]([CH2:4][N:1]2[CH:19]=[C:17]([CH2:16][OH:15])[N:3]=[N:2]2)=[CH:6][CH:7]=1)([CH3:14])([CH3:13])[CH3:12]. (4) The product is: [Cl:1][C:2]1[N:3]=[CH:4][C:5]([NH2:12])=[CH:6][C:7]=1[C:8]([F:11])([F:9])[F:10]. Given the reactants [Cl:1][C:2]1[C:7]([C:8]([F:11])([F:10])[F:9])=[CH:6][C:5]([N+:12]([O-])=O)=[CH:4][N:3]=1.[Cl-].[Ca+2].[Cl-], predict the reaction product. (5) Given the reactants Br[C:2]1[CH:6]=[C:5]([N:7]([CH2:11][CH:12]2[CH2:14][CH2:13]2)[CH2:8][CH2:9][CH3:10])[S:4][C:3]=1[CH:15]=O.[ClH:17].O[NH3+:19].[OH-].[Na+], predict the reaction product. The product is: [Cl:17][C:2]1[CH:6]=[C:5]([N:7]([CH2:11][CH:12]2[CH2:14][CH2:13]2)[CH2:8][CH2:9][CH3:10])[S:4][C:3]=1[C:15]#[N:19]. (6) Given the reactants Cl.Cl.[NH:3]1[CH2:8][CH2:7][CH:6]([N:9]2[C:17]3[C:12](=[N:13][CH:14]=[CH:15][CH:16]=3)[NH:11][C:10]2=[O:18])[CH2:5][CH2:4]1.I[C:20]1[N:25]=[CH:24][N:23]=[C:22]([C:26]([C:28]2[CH:37]=[C:36]([CH3:38])[C:31]3[O:32][CH2:33][CH2:34][O:35][C:30]=3[CH:29]=2)=[O:27])[CH:21]=1.CCN(C(C)C)C(C)C, predict the reaction product. The product is: [CH3:38][C:36]1[C:31]2[O:32][CH2:33][CH2:34][O:35][C:30]=2[CH:29]=[C:28]([C:26]([C:22]2[N:23]=[CH:24][N:25]=[C:20]([N:3]3[CH2:4][CH2:5][CH:6]([N:9]4[C:17]5[C:12](=[N:13][CH:14]=[CH:15][CH:16]=5)[NH:11][C:10]4=[O:18])[CH2:7][CH2:8]3)[CH:21]=2)=[O:27])[CH:37]=1.